This data is from Reaction yield outcomes from USPTO patents with 853,638 reactions. The task is: Predict the reaction yield, written as a fraction of the theoretical maximum amount of product (1.0 means a 100% yield; for example, 0.34 means a 34% yield). (1) The reactants are [C:1]([O:18][CH2:19][CH:20]([CH2:22]O)[OH:21])(=[O:17])[CH2:2][CH2:3][CH2:4][CH2:5][CH2:6][CH2:7][CH2:8][CH2:9][CH2:10][CH2:11][CH2:12][CH2:13][CH2:14][CH2:15][CH3:16].C1(N=C=NC2CCCCC2)CCCCC1.CN(C1C=CC=CN=1)C.[C:48]([OH:67])(=[O:66])[CH2:49][CH2:50][CH2:51][CH2:52][CH2:53][CH2:54][CH2:55]/[CH:56]=[CH:57]\[CH2:58][CH2:59][CH2:60][CH2:61][CH2:62][CH2:63][CH2:64][CH3:65]. The catalyst is ClCCl. The product is [C:48]([O:67][CH2:22][CH:20]([CH2:19][O:18][C:1](=[O:17])[CH2:2][CH2:3][CH2:4][CH2:5][CH2:6][CH2:7][CH2:8][CH2:9][CH2:10][CH2:11][CH2:12][CH2:13][CH2:14][CH2:15][CH3:16])[OH:21])(=[O:66])[CH2:49][CH2:50][CH2:51][CH2:52][CH2:53][CH2:54][CH2:55]/[CH:56]=[CH:57]\[CH2:58][CH2:59][CH2:60][CH2:61][CH2:62][CH2:63][CH2:64][CH3:65]. The yield is 0.230. (2) The reactants are [NH2:1][C:2]1[CH:11]=[CH:10][C:5]2[N:6]=[C:7]([CH3:9])[S:8][C:4]=2[CH:3]=1.[C:12]([N:16]=[C:17]=[O:18])([CH3:15])([CH3:14])[CH3:13]. The catalyst is N1C=CC=CC=1. The product is [C:12]([NH:16][C:17]([NH:1][C:2]1[CH:11]=[CH:10][C:5]2[N:6]=[C:7]([CH3:9])[S:8][C:4]=2[CH:3]=1)=[O:18])([CH3:15])([CH3:14])[CH3:13]. The yield is 0.870. (3) The reactants are [CH:1](=O)[C:2]1[CH:7]=[CH:6][C:5]([O:8][CH3:9])=[CH:4][CH:3]=1.[C:11]1(=[O:17])[CH2:16][CH2:15][CH2:14][CH2:13][CH2:12]1.[OH-].[Na+]. The catalyst is CCCCCC.C1(C)C=CC=CC=1.O. The product is [CH3:9][O:8][C:5]1[CH:6]=[CH:7][C:2]([CH:1]=[C:12]2[CH2:13][CH2:14][CH2:15][CH2:16][C:11]2=[O:17])=[CH:3][CH:4]=1. The yield is 0.740. (4) The reactants are Br[C:2]1[CH:3]=[N:4][CH:5]=[CH:6][CH:7]=1.[S:8]1[CH:12]=[CH:11][C:10](B(O)O)=[CH:9]1.P([O-])([O-])([O-])=O.[K+].[K+].[K+].C(O)CCC. The catalyst is O. The product is [S:8]1[CH:12]=[CH:11][C:10]([C:2]2[CH:3]=[N:4][CH:5]=[CH:6][CH:7]=2)=[CH:9]1. The yield is 0.920. (5) The reactants are [N+:1]([C:4]1[CH:9]=[CH:8][C:7]([CH2:10][C:11]([NH2:13])=[O:12])=[CH:6][CH:5]=1)([O-:3])=[O:2].Br[CH2:15][C:16](=O)[CH3:17].CN(C)C=O.C(=O)([O-])[O-].[K+].[K+]. The catalyst is C(OCC)(=O)C.O. The product is [CH3:17][C:16]1[N:13]=[C:11]([CH2:10][C:7]2[CH:6]=[CH:5][C:4]([N+:1]([O-:3])=[O:2])=[CH:9][CH:8]=2)[O:12][CH:15]=1. The yield is 0.0820. (6) The reactants are [CH2:1]([O:3][C:4](=[O:17])[C:5]([C:14](=[O:16])[CH3:15])=[CH:6][CH2:7][CH:8]1[CH2:13][CH2:12][CH2:11][CH2:10][CH2:9]1)[CH3:2].C1C(=O)N(Br)C(=O)C1. The catalyst is C(Cl)(Cl)(Cl)Cl. The product is [CH2:1]([O:3][C:4]([C:5]1[CH:6]=[C:7]([CH:8]2[CH2:13][CH2:12][CH2:11][CH2:10][CH2:9]2)[O:16][C:14]=1[CH3:15])=[O:17])[CH3:2]. The yield is 0.770. (7) The reactants are [F:1][CH2:2][CH2:3][OH:4].[S:5](Cl)([C:8]1[CH:14]=[CH:13][C:11]([CH3:12])=[CH:10][CH:9]=1)(=[O:7])=[O:6]. The catalyst is N1C=CC=CC=1. The product is [S:5]([C:8]1[CH:14]=[CH:13][C:11]([CH3:12])=[CH:10][CH:9]=1)([O:4][CH2:3][CH2:2][F:1])(=[O:7])=[O:6]. The yield is 0.420. (8) The reactants are C(=O)([O-])[O-].[K+].[K+].[CH2:7](Br)[C:8]#[CH:9].[Br:11][C:12]1[CH:17]=[C:16]([F:18])[C:15]([F:19])=[CH:14][C:13]=1[OH:20].[F-].[Cs+].CN(C)C1C=CC=CC=1.Cl. The catalyst is CN(C=O)C.C(OCC)(=O)C. The product is [Br:11][C:12]1[C:13]2[O:20][C:8]([CH3:9])=[CH:7][C:14]=2[C:15]([F:19])=[C:16]([F:18])[CH:17]=1. The yield is 0.140. (9) The reactants are [F:1][C:2]1[C:3]([N+:16]([O-:18])=[O:17])=[C:4](OS(C(F)(F)F)(=O)=O)[CH:5]=[CH:6][CH:7]=1.C(N(CC)CC)C.C(#N)C.[F:29][C:30]1[CH:31]=[CH:32][C:33]([CH3:49])=[C:34]([C:36]([CH3:48])([CH3:47])[CH2:37][C:38]([C:43]([F:46])([F:45])[F:44])([OH:42])[CH2:39][C:40]#[CH:41])[CH:35]=1. The catalyst is [I-].C([N+](CCCC)(CCCC)CCCC)CCC.Cl[Pd](Cl)([P](C1C=CC=CC=1)(C1C=CC=CC=1)C1C=CC=CC=1)[P](C1C=CC=CC=1)(C1C=CC=CC=1)C1C=CC=CC=1.[Cu]I.O1CCCC1. The product is [F:29][C:30]1[CH:31]=[CH:32][C:33]([CH3:49])=[C:34]([C:36]([CH3:47])([CH3:48])[CH2:37][C:38]([C:43]([F:44])([F:45])[F:46])([OH:42])[CH2:39][C:40]#[C:41][C:4]2[CH:5]=[CH:6][CH:7]=[C:2]([F:1])[C:3]=2[N+:16]([O-:18])=[O:17])[CH:35]=1. The yield is 0.450. (10) The reactants are [C:1]([O:5][C:6]([N:8]1[CH2:13][CH2:12][CH2:11][C:10]([CH3:17])([C:14](O)=[O:15])[N:9]1[C:18]([O:20][C:21]([CH3:24])([CH3:23])[CH3:22])=[O:19])=[O:7])([CH3:4])([CH3:3])[CH3:2].Cl.[Br:26][C:27]1[CH:36]=[C:35]2[C:30]([CH:31]=[CH:32][C:33]([C@H:37]([NH2:39])[CH3:38])=[N:34]2)=[CH:29][CH:28]=1.C(N(CC)C(C)C)(C)C.F[P-](F)(F)(F)(F)F.CN(C(ON1C2=NC=CC=C2N=N1)=[N+](C)C)C. The catalyst is ClCCl. The product is [C:1]([O:5][C:6]([N:8]1[CH2:13][CH2:12][CH2:11][C:10]([C:14](=[O:15])[NH:39][C@@H:37]([C:33]2[CH:32]=[CH:31][C:30]3[C:35](=[CH:36][C:27]([Br:26])=[CH:28][CH:29]=3)[N:34]=2)[CH3:38])([CH3:17])[N:9]1[C:18]([O:20][C:21]([CH3:24])([CH3:23])[CH3:22])=[O:19])=[O:7])([CH3:4])([CH3:2])[CH3:3]. The yield is 0.400.